Predict the reaction yield, written as a fraction of the theoretical maximum amount of product (1.0 means a 100% yield; for example, 0.34 means a 34% yield). From a dataset of Reaction yield outcomes from USPTO patents with 853,638 reactions. The reactants are [Cl:1][C:2]1[C:10]([F:11])=[C:9]2[C:5]([C:6]([S:22][C:23]3[N:28]=[C:27]([C:29]([O:31]C)=[O:30])[CH:26]=[CH:25][CH:24]=3)=[C:7]([CH:19]3[CH2:21][CH2:20]3)[N:8]2[C:12]2[CH:13]=[N:14][N:15]([CH2:17][CH3:18])[CH:16]=2)=[CH:4][CH:3]=1.[OH-].[Na+]. The catalyst is C1COCC1.O. The product is [Cl:1][C:2]1[C:10]([F:11])=[C:9]2[C:5]([C:6]([S:22][C:23]3[N:28]=[C:27]([C:29]([OH:31])=[O:30])[CH:26]=[CH:25][CH:24]=3)=[C:7]([CH:19]3[CH2:20][CH2:21]3)[N:8]2[C:12]2[CH:13]=[N:14][N:15]([CH2:17][CH3:18])[CH:16]=2)=[CH:4][CH:3]=1. The yield is 1.00.